From a dataset of Full USPTO retrosynthesis dataset with 1.9M reactions from patents (1976-2016). Predict the reactants needed to synthesize the given product. (1) Given the product [CH:1]1[C:13]2[CH:12]([CH2:14][O:15][C:16]([N:18]3[CH2:23][C@@H:22]([C:24](=[O:47])[NH:25][CH2:26][C:27]4([CH2:41][CH2:42][CH2:43][CH2:44][O:45][CH3:46])[C:28]5[CH:29]=[CH:30][CH:31]=[CH:32][C:33]=5[O:34][C:35]5[C:40]4=[CH:39][CH:38]=[CH:37][CH:36]=5)[CH2:21][C@@H:20]([NH:48][S:49]([C:52]4[CH:57]=[CH:56][C:55]([O:58][CH2:64][CH2:63][N:62]([CH3:66])[CH3:61])=[C:54]([O:59][CH3:60])[CH:53]=4)(=[O:51])=[O:50])[CH2:19]3)=[O:17])[C:11]3[C:6](=[CH:7][CH:8]=[CH:9][CH:10]=3)[C:5]=2[CH:4]=[CH:3][CH:2]=1, predict the reactants needed to synthesize it. The reactants are: [CH:1]1[C:13]2[CH:12]([CH2:14][O:15][C:16]([N:18]3[CH2:23][C@@H:22]([C:24](=[O:47])[NH:25][CH2:26][C:27]4([CH2:41][CH2:42][CH2:43][CH2:44][O:45][CH3:46])[C:40]5[CH:39]=[CH:38][CH:37]=[CH:36][C:35]=5[O:34][C:33]5[C:28]4=[CH:29][CH:30]=[CH:31][CH:32]=5)[CH2:21][C@@H:20]([NH:48][S:49]([C:52]4[CH:57]=[CH:56][C:55]([OH:58])=[C:54]([O:59][CH3:60])[CH:53]=4)(=[O:51])=[O:50])[CH2:19]3)=[O:17])[C:11]3[C:6](=[CH:7][CH:8]=[CH:9][CH:10]=3)[C:5]=2[CH:4]=[CH:3][CH:2]=1.[CH3:61][N:62]([CH3:66])[CH2:63][CH2:64]O.C1C=CC(P(C2C=CC=CC=2)C2C=CC=CC=2)=CC=1.CCOC(/N=N/C(OCC)=O)=O. (2) Given the product [F:1][C:2]1[CH:3]=[C:4]([N+:9]([O-:11])=[O:10])[CH:5]=[CH:6][C:7]=1[NH:9][C@H:4]([CH2:3][CH3:2])[CH2:12][OH:15], predict the reactants needed to synthesize it. The reactants are: [F:1][C:2]1[CH:3]=[C:4]([N+:9]([O-:11])=[O:10])[CH:5]=[CH:6][C:7]=1F.[C:12](=[O:15])(O)[O-].[Na+]. (3) Given the product [NH:48]([C:49]1[CH:50]=[CH:51][C:52]([CH2:53][N:54]2[C:62]3[C:57](=[CH:58][CH:59]=[CH:60][CH:61]=3)[C:56]([C:63]3[CH:64]=[CH:65][CH:66]=[CH:67][CH:68]=3)=[C:55]2[C:10]([OH:25])=[O:24])=[CH:69][CH:70]=1)[C:1]1[CH:6]=[CH:5][CH:4]=[CH:3][CH:2]=1, predict the reactants needed to synthesize it. The reactants are: [C:1]1(B(O)O)[CH:6]=[CH:5][CH:4]=[CH:3][CH:2]=1.[C:10]([OH:25])(=[O:24])CCCCCCCCCCCCC.N1C(C)=CC=CC=1C.C(OC(C1NC2C(C=1)=CC=CC=2)=O)C.[NH2:48][C:49]1[CH:70]=[CH:69][C:52]([CH2:53][N:54]2[C:62]3[C:57](=[CH:58][CH:59]=[CH:60][CH:61]=3)[C:56]([C:63]3[CH:68]=[CH:67][CH:66]=[CH:65][CH:64]=3)=[CH:55]2)=[CH:51][CH:50]=1.O.[OH-].[Li+]. (4) Given the product [CH2:26]([C:19]1[NH:12][C:13]2[NH:14][N:15]=[CH:16][C:17]=2[CH:6]([C:5]2[CH:8]=[CH:9][CH:10]=[CH:11][C:4]=2[CH2:1][CH2:2][CH3:3])[C:20]=1[C:21]([O:23][CH2:24][CH3:25])=[O:22])[CH2:27][CH3:28], predict the reactants needed to synthesize it. The reactants are: [CH2:1]([C:4]1[CH:11]=[CH:10][CH:9]=[CH:8][C:5]=1[CH:6]=O)[CH2:2][CH3:3].[NH2:12][C:13]1[CH:17]=[CH:16][NH:15][N:14]=1.O=[C:19]([CH2:26][CH2:27][CH3:28])[CH2:20][C:21]([O:23][CH2:24][CH3:25])=[O:22]. (5) Given the product [CH2:13]([N:16]1[C:20]([CH2:21][CH:22]2[CH2:27][CH2:26][O:25][CH2:24][CH2:23]2)=[CH:19][C:18]([C:28]([NH2:3])=[O:30])=[N:17]1)[CH2:14][CH3:15], predict the reactants needed to synthesize it. The reactants are: Cl.C[N:3](C)CCCN=C=NCC.[CH2:13]([N:16]1[C:20]([CH2:21][CH:22]2[CH2:27][CH2:26][O:25][CH2:24][CH2:23]2)=[CH:19][C:18]([C:28]([OH:30])=O)=[N:17]1)[CH2:14][CH3:15].ON1C2C=CC=CC=2N=N1.[OH-].[NH4+]. (6) Given the product [Br:13][C:14]1[CH:15]=[C:16](/[CH:21]=[CH:7]/[C:8]([O:10][CH2:11][CH3:12])=[O:9])[CH:17]=[N:18][C:19]=1[CH3:20], predict the reactants needed to synthesize it. The reactants are: [H-].[Na+].P([CH2:7][C:8]([O:10][CH2:11][CH3:12])=[O:9])(O)(O)=O.[Br:13][C:14]1[CH:15]=[C:16]([CH:21]=O)[CH:17]=[N:18][C:19]=1[CH3:20].O. (7) Given the product [OH:14][CH2:13][C@H:9]1[CH2:10][CH2:11][CH2:12][C@@H:7]([C:5]([O:4][CH:1]([CH3:3])[CH3:2])=[O:6])[CH2:8]1, predict the reactants needed to synthesize it. The reactants are: [CH:1]([O:4][C:5]([C@@H:7]1[CH2:12][CH2:11][CH2:10][C@H:9]([C:13](O)=[O:14])[CH2:8]1)=[O:6])([CH3:3])[CH3:2].C(N(CC)CC)C.ClC(OCC)=O. (8) Given the product [Si:16]([O:7][C@H:4]([CH2:5][O:6][Si:16]([C:19]([CH3:22])([CH3:21])[CH3:20])([CH3:18])[CH3:17])[C@H:3]([C:8]1[CH:13]=[CH:12][C:11]([Cl:14])=[C:10]([Cl:15])[CH:9]=1)[NH2:2])([C:19]([CH3:22])([CH3:21])[CH3:20])([CH3:18])[CH3:17], predict the reactants needed to synthesize it. The reactants are: Cl.[NH2:2][C@@H:3]([C:8]1[CH:13]=[CH:12][C:11]([Cl:14])=[C:10]([Cl:15])[CH:9]=1)[C@H:4]([OH:7])[CH2:5][OH:6].[Si:16](OS(C(F)(F)F)(=O)=O)([C:19]([CH3:22])([CH3:21])[CH3:20])([CH3:18])[CH3:17].C([O-])(O)=O.[Na+]. (9) Given the product [CH3:1][S:2][C:3]1[O:7][C:6]([CH2:8][NH2:9])=[CH:5][CH:4]=1, predict the reactants needed to synthesize it. The reactants are: [CH3:1][S:2][C:3]1[O:7][C:6]([CH:8]=[N:9]O)=[CH:5][CH:4]=1.